Dataset: Reaction yield outcomes from USPTO patents with 853,638 reactions. Task: Predict the reaction yield, written as a fraction of the theoretical maximum amount of product (1.0 means a 100% yield; for example, 0.34 means a 34% yield). (1) The reactants are C(=O)([O:6][CH2:7][C:8]1[S:9][C:10]2[CH:16]=[CH:15][C:14](N)=[CH:13][C:11]=2[N:12]=1)OCC=C.N([O-])=O.[Na+].[S:23]([O-:26])([O-])=[O:24].[Na+].[Na+].S(Cl)(Cl)(=O)=O.C(=O)(O)[O-].[Na+].[NH2:39][C:40]1[CH:45]=[CH:44][C:43]([C:46]2[CH:51]=[CH:50][CH:49]=[CH:48][CH:47]=2)=[CH:42][CH:41]=1. The catalyst is Cl.O.C1COCC1.S([O-])([O-])(=O)=O.[Cu+2]. The product is [C:43]1([C:46]2[CH:51]=[CH:50][CH:49]=[CH:48][CH:47]=2)[CH:42]=[CH:41][C:40]([NH:39][S:23]([C:14]2[CH:15]=[CH:16][C:10]3[S:9][C:8]([CH2:7][OH:6])=[N:12][C:11]=3[CH:13]=2)(=[O:26])=[O:24])=[CH:45][CH:44]=1. The yield is 0.0900. (2) The reactants are C([N:8]1[CH2:13][CH2:12][N:11](CC2C=CC=CC=2)[CH2:10][C@@H:9]1[CH2:21][CH2:22][C:23]1[CH:28]=[CH:27][CH:26]=[C:25]([Cl:29])[CH:24]=1)C1C=CC=CC=1.ClC(OC(Cl)C)=O. The catalyst is ClC(Cl)C. The product is [Cl:29][C:25]1[CH:24]=[C:23]([CH2:22][CH2:21][C@H:9]2[CH2:10][NH:11][CH2:12][CH2:13][NH:8]2)[CH:28]=[CH:27][CH:26]=1. The yield is 0.160.